Dataset: Forward reaction prediction with 1.9M reactions from USPTO patents (1976-2016). Task: Predict the product of the given reaction. (1) Given the reactants [CH2:1]([C:8]1[CH:13]=[CH:12][C:11](O)=[C:10]([N+:15]([O-:17])=[O:16])[CH:9]=1)[C:2]1[CH:7]=[CH:6][CH:5]=[CH:4][CH:3]=1.[H-].[Na+].[CH3:20][N:21]([CH3:25])[C:22](Cl)=[S:23].[OH2:26], predict the reaction product. The product is: [CH3:20][N:21]([CH3:25])[C:22](=[O:26])[S:23][C:11]1[CH:12]=[CH:13][C:8]([CH2:1][C:2]2[CH:7]=[CH:6][CH:5]=[CH:4][CH:3]=2)=[CH:9][C:10]=1[N+:15]([O-:17])=[O:16]. (2) Given the reactants [Cl:1][C:2]1[CH:7]=[CH:6][CH:5]=[C:4]([O:8][CH3:9])[C:3]=1[CH:10]1[CH2:21][C:20]2[N:19]([CH3:22])[CH:18]=[CH:17][C:16]=2[CH:15]2[CH:11]1[C:12](=[O:24])[NH:13][C:14]2=[O:23], predict the reaction product. The product is: [Cl:1][C:2]1[CH:7]=[CH:6][CH:5]=[C:4]([O:8][CH3:9])[C:3]=1[C:10]1[CH:21]=[C:20]2[C:16]([CH:17]=[CH:18][N:19]2[CH3:22])=[C:15]2[C:11]=1[C:12](=[O:24])[NH:13][C:14]2=[O:23].